From a dataset of Forward reaction prediction with 1.9M reactions from USPTO patents (1976-2016). Predict the product of the given reaction. Given the reactants [F:1][C:2]1[CH:3]=[C:4]2[C:9](=[C:10]([F:12])[CH:11]=1)[CH2:8][C:7](=O)[CH2:6][CH2:5]2.Cl.[CH3:15][C:16]([C:21]1[S:25][C:24]([NH:26][C:27](=[O:33])[CH:28]([NH2:32])[CH2:29][CH2:30][CH3:31])=[N:23][N:22]=1)([CH3:20])[CH2:17][CH2:18][CH3:19].S([O-])([O-])(=O)=O.[Na+].[Na+].C(O[BH-](OC(=O)C)OC(=O)C)(=O)C.[Na+], predict the reaction product. The product is: [CH3:20][C:16]([C:21]1[S:25][C:24]([NH:26][C:27](=[O:33])[C@@H:28]([NH:32][CH:7]2[CH2:6][CH2:5][C:4]3[C:9](=[C:10]([F:12])[CH:11]=[C:2]([F:1])[CH:3]=3)[CH2:8]2)[CH2:29][CH2:30][CH3:31])=[N:23][N:22]=1)([CH3:15])[CH2:17][CH2:18][CH3:19].